Predict the product of the given reaction. From a dataset of Forward reaction prediction with 1.9M reactions from USPTO patents (1976-2016). (1) Given the reactants [F:1][C:2]1[CH:7]=[CH:6][C:5]([F:8])=[CH:4][C:3]=1[CH:9]1[CH2:13][C@@H:12](O)[CH2:11][N:10]1[C:15]([O:17][C:18]([CH3:21])([CH3:20])[CH3:19])=[O:16].CCN(S(F)(F)[F:28])CC, predict the reaction product. The product is: [F:1][C:2]1[CH:7]=[CH:6][C:5]([F:8])=[CH:4][C:3]=1[C@H:9]1[CH2:13][C@H:12]([F:28])[CH2:11][N:10]1[C:15]([O:17][C:18]([CH3:21])([CH3:20])[CH3:19])=[O:16].[F:1][C:2]1[CH:7]=[CH:6][C:5]([F:8])=[CH:4][C:3]=1[C@@H:9]1[CH2:13][C@H:12]([F:28])[CH2:11][N:10]1[C:15]([O:17][C:18]([CH3:21])([CH3:20])[CH3:19])=[O:16]. (2) The product is: [F:38][C:21]1[CH:22]=[C:23]([N:25]2[C:33]3[CH2:32][C:31]([CH3:35])([CH3:34])[CH2:30][C:29](=[O:36])[C:28]=3[C:27]([CH3:37])=[CH:26]2)[CH:24]=[C:16]([NH:15][C@H:10]2[CH2:11][CH2:12][CH2:13][CH2:14][C@@H:9]2[OH:8])[C:17]=1[C:18]([NH2:20])=[O:19]. Given the reactants C([O:8][C@H:9]1[CH2:14][CH2:13][CH2:12][CH2:11][C@@H:10]1[NH:15][C:16]1[CH:24]=[C:23]([N:25]2[C:33]3[CH2:32][C:31]([CH3:35])([CH3:34])[CH2:30][C:29](=[O:36])[C:28]=3[C:27]([CH3:37])=[CH:26]2)[CH:22]=[C:21]([F:38])[C:17]=1[C:18]([NH2:20])=[O:19])C1C=CC=CC=1, predict the reaction product.